Dataset: Full USPTO retrosynthesis dataset with 1.9M reactions from patents (1976-2016). Task: Predict the reactants needed to synthesize the given product. (1) Given the product [CH:1]1([CH2:6][CH:7]([C:8]2[CH:9]=[CH:10][C:11]([S:14]([CH2:17][CH2:18][OH:19])(=[O:16])=[O:15])=[CH:12][CH:13]=2)[C:22]2[NH:30][C:25]3=[N:26][CH:27]=[CH:28][CH:29]=[C:24]3[CH:23]=2)[CH2:5][CH2:4][CH2:3][CH2:2]1, predict the reactants needed to synthesize it. The reactants are: [CH:1]1([CH2:6][CH:7]([C:22]2[NH:30][C:25]3=[N:26][CH:27]=[CH:28][CH:29]=[C:24]3[CH:23]=2)[C:8]2[CH:13]=[CH:12][C:11]([S:14]([CH2:17][CH2:18][O:19]CC)(=[O:16])=[O:15])=[CH:10][CH:9]=2)[CH2:5][CH2:4][CH2:3][CH2:2]1.B(Br)(Br)Br. (2) Given the product [CH2:13]([N:15]([CH2:16][CH3:17])[C:2]1[CH:3]=[CH:4][C:5]([N+:10]([O-:12])=[O:11])=[C:6]([OH:8])[CH:7]=1)[CH3:14], predict the reactants needed to synthesize it. The reactants are: Cl[C:2]1[CH:3]=[CH:4][C:5]([N+:10]([O-:12])=[O:11])=[C:6]([O:8]C)[CH:7]=1.[CH2:13]([NH:15][CH2:16][CH3:17])[CH3:14].C(N(C(C)C)CC)(C)C. (3) Given the product [OH:6][CH2:7][CH2:8][C:9]1[N:10]([CH2:23][CH2:24][CH3:25])[C:11](=[O:22])[N:12]([CH2:14][C:15]2[CH:20]=[CH:19][C:18]([CH3:21])=[CH:17][CH:16]=2)[CH:13]=1, predict the reactants needed to synthesize it. The reactants are: C([Si](C1C=CC=CC=1)(C1C=CC=CC=1)[O:6][CH2:7][CH2:8][C:9]1[N:10]([CH2:23][CH2:24][CH3:25])[C:11](=[O:22])[N:12]([CH2:14][C:15]2[CH:20]=[CH:19][C:18]([CH3:21])=[CH:17][CH:16]=2)[CH:13]=1)(C)(C)C.[F-].C([N+](CCCC)(CCCC)CCCC)CCC.CCOC(C)=O.O. (4) Given the product [S:1]1[CH:5]=[CH:4][C:3]2[C:6]([N:10]3[CH2:15][CH2:14][N:13]([CH2:16][CH2:17][CH2:18][CH2:19][O:20][C:21]4[CH:30]=[C:29]5[C:24]([CH2:25][CH2:26][C:27](=[O:33])[N:28]5[CH2:31][O:32][C:34](=[O:52])[CH2:35][CH2:36][CH2:37][CH2:38][CH2:39][CH2:40][CH2:41][CH2:42][CH2:43][CH2:44][CH2:45][CH2:46][CH2:47][CH2:48][CH2:49][CH2:50][CH3:51])=[CH:23][CH:22]=4)[CH2:12][CH2:11]3)=[CH:7][CH:8]=[CH:9][C:2]1=2, predict the reactants needed to synthesize it. The reactants are: [S:1]1[CH:5]=[CH:4][C:3]2[C:6]([N:10]3[CH2:15][CH2:14][N:13]([CH2:16][CH2:17][CH2:18][CH2:19][O:20][C:21]4[CH:30]=[C:29]5[C:24]([CH2:25][CH2:26][C:27](=[O:33])[N:28]5[CH2:31][OH:32])=[CH:23][CH:22]=4)[CH2:12][CH2:11]3)=[CH:7][CH:8]=[CH:9][C:2]1=2.[C:34](O)(=[O:52])[CH2:35][CH2:36][CH2:37][CH2:38][CH2:39][CH2:40][CH2:41][CH2:42][CH2:43][CH2:44][CH2:45][CH2:46][CH2:47][CH2:48][CH2:49][CH2:50][CH3:51].Cl.CN(C)CCCN=C=NCC.O.